From a dataset of Full USPTO retrosynthesis dataset with 1.9M reactions from patents (1976-2016). Predict the reactants needed to synthesize the given product. Given the product [Br:1][C:2]1[C:3]2[O:4][C:5]3([CH2:7][CH2:6]3)[C:8](=[O:9])[NH:16][C:12]=2[CH:13]=[CH:14][CH:15]=1, predict the reactants needed to synthesize it. The reactants are: [Br:1][C:2]1[CH:15]=[CH:14][CH:13]=[C:12]([N+:16]([O-])=O)[C:3]=1[O:4][C:5]1([C:8](OC)=[O:9])[CH2:7][CH2:6]1.